Dataset: Reaction yield outcomes from USPTO patents with 853,638 reactions. Task: Predict the reaction yield, written as a fraction of the theoretical maximum amount of product (1.0 means a 100% yield; for example, 0.34 means a 34% yield). The catalyst is O1CCOCC1.O.C(OCC)(=O)C. The reactants are CC(C)([O-])C.[K+].[Cl:7][C:8]1[CH:13]=[CH:12][C:11]([F:14])=[CH:10][C:9]=1[CH2:15][CH:16]=O.[Br:18][C:19]1[CH:24]=[C:23]([NH:25]C(=O)OC(C)(C)C)[C:22]([CH:33]=O)=[CH:21][N:20]=1.Cl. The yield is 0.300. The product is [Br:18][C:19]1[CH:24]=[C:23]2[C:22]([CH:33]=[C:15]([C:9]3[CH:10]=[C:11]([F:14])[CH:12]=[CH:13][C:8]=3[Cl:7])[CH:16]=[N:25]2)=[CH:21][N:20]=1.